Dataset: Reaction yield outcomes from USPTO patents with 853,638 reactions. Task: Predict the reaction yield, written as a fraction of the theoretical maximum amount of product (1.0 means a 100% yield; for example, 0.34 means a 34% yield). The reactants are [CH3:1][O:2][C:3](=[O:21])[C:4]1[CH:9]=[C:8]([C:10]2[CH:19]=[CH:18][C:17]3[NH:16][C:15](=[O:20])[CH2:14][CH2:13][C:12]=3[N:11]=2)[CH:7]=[N:6][CH:5]=1.[H-].[Na+].[CH3:24]I.O. The catalyst is C1COCC1. The product is [CH3:1][O:2][C:3](=[O:21])[C:4]1[CH:9]=[C:8]([C:10]2[CH:19]=[CH:18][C:17]3[N:16]([CH3:24])[C:15](=[O:20])[CH2:14][CH2:13][C:12]=3[N:11]=2)[CH:7]=[N:6][CH:5]=1. The yield is 0.850.